This data is from Experimentally validated miRNA-target interactions with 360,000+ pairs, plus equal number of negative samples. The task is: Binary Classification. Given a miRNA mature sequence and a target amino acid sequence, predict their likelihood of interaction. (1) The miRNA is hsa-miR-509-3-5p with sequence UACUGCAGACGUGGCAAUCAUG. The protein sequence of the target gene is MGSPEDDLIGIPFPDHSSELLSCLNEQRQLGHLCDLTIRTQGLEYRTHRAVLAACSHYFKKLFTEGGGGTVMGTGGGGTASGGAGAGVCELDFVGPEALGALLEFAYTATLTTSSANMPAVLQAARLLEIPCVIAACMEILQGSGLEAPSPDEDDCERARQYLEAFATATTTASTSGMPNGEDSPPQVPLLPPPPPPPRPVARRSRKPRKAFLQTKGARANHLVPEAPTVLTHPLTYEEEEMVGRLGNSGGSGLGDSYSPPTGAASPAEGPLNYEVFEGEEEEEEMAYPPGYGLAQSNEP.... Result: 0 (no interaction). (2) The miRNA is hsa-miR-5011-5p with sequence UAUAUAUACAGCCAUGCACUC. The protein sequence of the target gene is MILLTFSTGRRLDFVHHSGVFFLQTLLWILCATVCGTEQYFNVEVWLQKYGYLPPTDPRMSVLRSAETMQSALAAMQQFYGINMTGKVDRNTIDWMKKPRCGVPDQTRGSSKFHIRRKRYALTGQKWQHKHITYSIKNVTPKVGDPETRKAIRRAFDVWQNVTPLTFEEVPYSELENGKRDVDITIIFASGFHGDSSPFDGEGGFLAHAYFPGPGIGGDTHFDSDEPWTLGNPNHDGNDLFLVAVHELGHALGLEHSNDPTAIMAPFYQYMETDNFKLPNDDLQGIQKIYGPPDKIPPPT.... Result: 1 (interaction). (3) The miRNA is mmu-miR-3475-3p with sequence UCUGGAGGCACAUGGUUUGAA. The protein sequence of the target gene is MNIFRISADMSHLLAIIILLLKIWKSRSCSGISARSQILFALVFTARYLDLFSTYISLYNTTMKITFLAATYATVYLMFFKFRSTYMRESDTFRVELLIVPAAILALLINHDFAPFELLWTFSIYLEAVAILPQLFLLQSTGSAEVITAHYLFALGSYRALYIFNWIYRYYTEDYFDPIVVVAGIVQTVLYADFFYLYVTRVVQTRKGMELPI. Result: 0 (no interaction).